Dataset: Reaction yield outcomes from USPTO patents with 853,638 reactions. Task: Predict the reaction yield, written as a fraction of the theoretical maximum amount of product (1.0 means a 100% yield; for example, 0.34 means a 34% yield). (1) No catalyst specified. The yield is 0.735. The product is [Cl:1][C:2]1[C:3](/[C:4](/[OH:6])=[CH:31]\[C:29]2[CH:28]=[CH:27][N:26]=[C:25]([Cl:24])[N:30]=2)=[CH:8][CH:9]=[CH:10][C:11]=1[NH:12][S:13]([C:16]1[C:21]([F:22])=[CH:20][CH:19]=[CH:18][C:17]=1[F:23])(=[O:15])=[O:14]. The reactants are [Cl:1][C:2]1[C:11]([NH:12][S:13]([C:16]2[C:21]([F:22])=[CH:20][CH:19]=[CH:18][C:17]=2[F:23])(=[O:15])=[O:14])=[CH:10][CH:9]=[CH:8][C:3]=1[C:4]([O:6]C)=O.[Cl:24][C:25]1[N:30]=[C:29]([CH3:31])[CH:28]=[CH:27][N:26]=1. (2) The reactants are [C:1]([C:5]1[CH:6]=[C:7]([C:15]2[CH:16]=[C:17]([C:29]([O:31]C)=[O:30])[N:18]([CH3:28])[C:19]=2[C:20]([CH:22]2[CH2:27][CH2:26][CH2:25][CH2:24][CH2:23]2)=[O:21])[CH:8]=[C:9]([C:11]2([CH3:14])[CH2:13][CH2:12]2)[CH:10]=1)([CH3:4])([CH3:3])[CH3:2].[OH-].[K+].C1COCC1.O. The catalyst is CO. The product is [C:1]([C:5]1[CH:6]=[C:7]([C:15]2[CH:16]=[C:17]([C:29]([OH:31])=[O:30])[N:18]([CH3:28])[C:19]=2[C:20]([CH:22]2[CH2:23][CH2:24][CH2:25][CH2:26][CH2:27]2)=[O:21])[CH:8]=[C:9]([C:11]2([CH3:14])[CH2:13][CH2:12]2)[CH:10]=1)([CH3:2])([CH3:3])[CH3:4]. The yield is 0.740. (3) No catalyst specified. The product is [O:31]1[C:32]2[CH:38]=[CH:37][CH:36]=[CH:35][C:33]=2[N:34]=[C:30]1[C:27]1([C:25]([NH:24][C:21]2[CH:22]=[CH:23][C:18]([O:17][C:16]3[CH:15]=[CH:14][N:13]=[C:12]4[NH:8][N:9]=[C:10]([N:40]5[CH2:41][CH2:42][CH:43]([N:46]([CH3:47])[CH3:48])[CH2:44][CH2:45]5)[C:11]=34)=[C:19]([F:39])[CH:20]=2)=[O:26])[CH2:28][CH2:29]1. The yield is 0.500. The reactants are COC1C=CC(C[N:8]2[C:12]3=[N:13][CH:14]=[CH:15][C:16]([O:17][C:18]4[CH:23]=[CH:22][C:21]([NH:24][C:25]([C:27]5([C:30]6[O:31][C:32]7[CH:38]=[CH:37][CH:36]=[CH:35][C:33]=7[N:34]=6)[CH2:29][CH2:28]5)=[O:26])=[CH:20][C:19]=4[F:39])=[C:11]3[C:10]([N:40]3[CH2:45][CH2:44][CH:43]([N:46]([CH3:48])[CH3:47])[CH2:42][CH2:41]3)=[N:9]2)=CC=1.C(O)(C(F)(F)F)=O. (4) The product is [Br:10][C:5]1[CH:4]=[N:3][C:2]2[NH:1][C:11](=[O:12])[O:9][CH2:8][C:7]=2[CH:6]=1. The yield is 0.510. The catalyst is CO. The reactants are [NH2:1][C:2]1[C:7]([CH2:8][OH:9])=[CH:6][C:5]([Br:10])=[CH:4][N:3]=1.[C:11](=O)(OC)[O:12]C.C[O-].[Na+]. (5) The reactants are [NH2:1][CH2:2][C@@H:3]([NH:23][C:24](=[O:36])[C:25]1[CH:30]=[CH:29][C:28]([O:31][CH:32]([CH3:34])[CH3:33])=[C:27]([Cl:35])[CH:26]=1)[CH2:4][C:5]1[CH:10]=[CH:9][C:8]([C:11]2[N:12]=[C:13]3[C:18]([CH:19]([OH:21])[CH3:20])=[CH:17][CH:16]=[CH:15][N:14]3[CH:22]=2)=[CH:7][CH:6]=1.CCN=C=NCCCN(C)C.C(N(CC)C(C)C)(C)C.[CH3:57][N:58]([CH3:63])[CH2:59][C:60](O)=[O:61]. The catalyst is C(Cl)Cl.O. The product is [Cl:35][C:27]1[CH:26]=[C:25]([CH:30]=[CH:29][C:28]=1[O:31][CH:32]([CH3:33])[CH3:34])[C:24]([NH:23][C@@H:3]([CH2:4][C:5]1[CH:10]=[CH:9][C:8]([C:11]2[N:12]=[C:13]3[C:18]([CH:19]([OH:21])[CH3:20])=[CH:17][CH:16]=[CH:15][N:14]3[CH:22]=2)=[CH:7][CH:6]=1)[CH2:2][NH:1][C:60](=[O:61])[CH2:59][N:58]([CH3:63])[CH3:57])=[O:36]. The yield is 0.480. (6) The reactants are O.[C:2]([OH:6])(=[O:5])[CH:3]=O.[NH2:7][CH2:8][CH2:9][C:10]1[C:18]2[C:13](=[CH:14][CH:15]=[CH:16][CH:17]=2)[NH:12][CH:11]=1.Cl.[OH-].[K+]. The catalyst is O. The product is [CH:3]1([C:2]([OH:6])=[O:5])[C:11]2[NH:12][C:13]3[C:18](=[CH:17][CH:16]=[CH:15][CH:14]=3)[C:10]=2[CH2:9][CH2:8][NH:7]1. The yield is 0.580.